Dataset: Full USPTO retrosynthesis dataset with 1.9M reactions from patents (1976-2016). Task: Predict the reactants needed to synthesize the given product. (1) Given the product [CH2:20]([O:19][C:16]1[N:15]=[N:14][C:13]([CH2:12][CH2:11][C:8]2[N:7]=[CH:6][C:5]([CH2:4][CH2:3][OH:2])=[CH:10][CH:9]=2)=[CH:18][CH:17]=1)[C:21]1[CH:26]=[CH:25][CH:24]=[CH:23][CH:22]=1, predict the reactants needed to synthesize it. The reactants are: C[O:2][C:3](=O)[CH2:4][C:5]1[CH:6]=[N:7][C:8]([CH2:11][CH2:12][C:13]2[N:14]=[N:15][C:16]([O:19][CH2:20][C:21]3[CH:26]=[CH:25][CH:24]=[CH:23][CH:22]=3)=[CH:17][CH:18]=2)=[CH:9][CH:10]=1.[H-].[Li+].O. (2) Given the product [O:13]1[CH:14]=[CH:15][N:16]=[C:12]1[C:9]1[CH:10]=[CH:11][C:6]([OH:5])=[CH:7][CH:8]=1, predict the reactants needed to synthesize it. The reactants are: CS([O:5][C:6]1[CH:11]=[CH:10][C:9]([C:12]2[O:13][CH:14]=[CH:15][N:16]=2)=[CH:8][CH:7]=1)(=O)=O.[OH-].[K+].Cl. (3) Given the product [Cl:19][C:16]1[CH:17]=[CH:18][C:13]([O:12][C:9]2[N:10]=[CH:11][C:6]([CH2:5][C:1]#[N:2])=[CH:7][CH:8]=2)=[CH:14][CH:15]=1, predict the reactants needed to synthesize it. The reactants are: [C-:1]#[N:2].[Na+].Cl[CH2:5][C:6]1[CH:7]=[CH:8][C:9]([O:12][C:13]2[CH:18]=[CH:17][C:16]([Cl:19])=[CH:15][CH:14]=2)=[N:10][CH:11]=1.C1OCCOCCOCCOCCOCCOC1.O. (4) The reactants are: [C:1]1([C:10]2[CH:15]=[CH:14][CH:13]=[CH:12][CH:11]=2)[CH:6]=[CH:5][C:4]([C:7](Cl)=[O:8])=[CH:3][CH:2]=1.Cl.[CH3:17][NH:18][O:19][CH3:20].C(N(CC)CC)C. Given the product [CH3:20][O:19][N:18]([CH3:17])[C:7]([C:4]1[CH:5]=[CH:6][C:1]([C:10]2[CH:15]=[CH:14][CH:13]=[CH:12][CH:11]=2)=[CH:2][CH:3]=1)=[O:8], predict the reactants needed to synthesize it. (5) Given the product [N:9]1[CH:10]=[CH:11][C:6]([CH2:5][C:4](=[O:12])[CH3:14])=[CH:7][CH:8]=1, predict the reactants needed to synthesize it. The reactants are: CON(C)[C:4](=[O:12])[CH2:5][C:6]1[CH:11]=[CH:10][N:9]=[CH:8][CH:7]=1.[CH3:14][Mg+].[Br-]. (6) Given the product [CH:19]1([O:24][C:25]2[C:30]([CH2:31][NH:32][C:15](=[O:17])[CH:14]([C:4]3[CH:5]=[CH:6][C:7]([CH2:8][NH:9][S:10]([CH3:13])(=[O:11])=[O:12])=[C:2]([F:1])[CH:3]=3)[CH3:18])=[CH:29][CH:28]=[C:27]([C:33]([F:36])([F:34])[F:35])[N:26]=2)[CH2:20][CH2:21][CH2:22][CH2:23]1, predict the reactants needed to synthesize it. The reactants are: [F:1][C:2]1[CH:3]=[C:4]([CH:14]([CH3:18])[C:15]([OH:17])=O)[CH:5]=[CH:6][C:7]=1[CH2:8][NH:9][S:10]([CH3:13])(=[O:12])=[O:11].[CH:19]1([O:24][C:25]2[C:30]([CH2:31][NH2:32])=[CH:29][CH:28]=[C:27]([C:33]([F:36])([F:35])[F:34])[N:26]=2)[CH2:23][CH2:22][CH2:21][CH2:20]1.CN(C)CCCN=C=NCC.ON1C2C=CC=CC=2N=N1.C(N(CC)CC)C. (7) The reactants are: [CH2:1]([O:8][C:9]1[CH:14]=[CH:13][C:12]([S:15]([C:18]2[CH:23]=[CH:22][C:21]([CH2:24][CH2:25][NH:26][C:27](=[O:32])[C:28]([F:31])([F:30])[F:29])=[CH:20][CH:19]=2)(=[O:17])=[O:16])=[CH:11][C:10]=1[OH:33])[C:2]1[CH:7]=[CH:6][CH:5]=[CH:4][CH:3]=1.N1C(C)=CC=CC=1C.[F:42][C:43]([F:56])([F:55])[S:44](O[S:44]([C:43]([F:56])([F:55])[F:42])(=[O:46])=[O:45])(=[O:46])=[O:45].N. Given the product [F:42][C:43]([F:56])([F:55])[S:44]([O:33][C:10]1[CH:11]=[C:12]([S:15]([C:18]2[CH:23]=[CH:22][C:21]([CH2:24][CH2:25][NH:26][C:27](=[O:32])[C:28]([F:30])([F:31])[F:29])=[CH:20][CH:19]=2)(=[O:17])=[O:16])[CH:13]=[CH:14][C:9]=1[O:8][CH2:1][C:2]1[CH:3]=[CH:4][CH:5]=[CH:6][CH:7]=1)(=[O:46])=[O:45], predict the reactants needed to synthesize it.